From a dataset of Reaction yield outcomes from USPTO patents with 853,638 reactions. Predict the reaction yield, written as a fraction of the theoretical maximum amount of product (1.0 means a 100% yield; for example, 0.34 means a 34% yield). The reactants are [O:1]1[CH2:6][CH2:5][N:4]([C:7]2[S:8][N:9]=[C:10]3[CH:15]=[C:14](Br)[CH:13]=[N:12][C:11]=23)[CH2:3][CH2:2]1.[S:17]1[CH:21]=[CH:20][CH:19]=[C:18]1B(O)O.C([O-])([O-])=O.[K+].[K+]. The catalyst is C1C=CC([P]([Pd]([P](C2C=CC=CC=2)(C2C=CC=CC=2)C2C=CC=CC=2)([P](C2C=CC=CC=2)(C2C=CC=CC=2)C2C=CC=CC=2)[P](C2C=CC=CC=2)(C2C=CC=CC=2)C2C=CC=CC=2)(C2C=CC=CC=2)C2C=CC=CC=2)=CC=1. The product is [S:17]1[CH:21]=[CH:20][CH:19]=[C:18]1[C:14]1[CH:13]=[N:12][C:11]2=[C:7]([N:4]3[CH2:5][CH2:6][O:1][CH2:2][CH2:3]3)[S:8][N:9]=[C:10]2[CH:15]=1. The yield is 0.780.